Dataset: Rat liver microsome stability data. Task: Regression/Classification. Given a drug SMILES string, predict its absorption, distribution, metabolism, or excretion properties. Task type varies by dataset: regression for continuous measurements (e.g., permeability, clearance, half-life) or binary classification for categorical outcomes (e.g., BBB penetration, CYP inhibition). Dataset: rlm. (1) The drug is CC1=C(C(=O)Nc2nncs2)C(c2ccccc2Br)NC(Nc2nc3ccccc3o2)=N1. The result is 0 (unstable in rat liver microsomes). (2) The compound is Cc1ccccc1S(=O)(=O)N1CCCC(CCC(=O)NCCN(C)C2CCCCC2)C1. The result is 1 (stable in rat liver microsomes). (3) The compound is CC(C)Oc1ccc(CNC(=O)C2CCN(C(=O)N3CCOc4ccc(Cl)cc43)CC2)cc1. The result is 1 (stable in rat liver microsomes). (4) The drug is COc1ccc(NC2CCCN(C(=O)CCc3ccccc3F)C2)cc1. The result is 1 (stable in rat liver microsomes). (5) The molecule is N#CC(=C(O)c1cc(O)c(O)c([N+](=O)[O-])c1)c1cnccn1. The result is 0 (unstable in rat liver microsomes).